From a dataset of Forward reaction prediction with 1.9M reactions from USPTO patents (1976-2016). Predict the product of the given reaction. (1) Given the reactants [CH3:1][C:2]1[CH:7]=[CH:6][CH:5]=[CH:4][C:3]=1[Mg]Br.CO[C:12]1[C:21]2[C:16](=[CH:17][CH:18]=[CH:19][CH:20]=2)[CH:15]=[CH:14][C:13]=1[C:22]([OH:24])=[O:23].O, predict the reaction product. The product is: [CH3:1][C:2]1[CH:7]=[CH:6][CH:5]=[CH:4][C:3]=1[C:12]1[C:21]2[C:16](=[CH:17][CH:18]=[CH:19][CH:20]=2)[CH:15]=[CH:14][C:13]=1[C:22]([OH:24])=[O:23]. (2) The product is: [CH3:1]/[C:2](/[CH:3]([OH:4])[CH2:18][CH:17]=[CH2:16])=[CH:5]\[C:6]1[CH:11]=[CH:10][CH:9]=[CH:8][CH:7]=1. Given the reactants [CH3:1]/[C:2](=[CH:5]\[C:6]1[CH:11]=[CH:10][CH:9]=[CH:8][CH:7]=1)/[CH:3]=[O:4].C(O[CH2:16][CH:17]=[CH2:18])(=O)C.O.CCN(CC)CC.CC1C(C)=C(C)C(C)=C(C)C=1C, predict the reaction product. (3) Given the reactants Cl[C:2]1[C:11]2[C:6](=[CH:7][C:8]([Cl:12])=[CH:9][CH:10]=2)[N:5]=[CH:4][CH:3]=1.[CH:13]([N:16]([CH:32]([CH3:34])[CH3:33])[CH2:17][CH2:18][CH2:19][CH:20]([NH2:31])[CH2:21][CH2:22][CH2:23][N:24]([CH:28]([CH3:30])[CH3:29])[CH:25]([CH3:27])[CH3:26])([CH3:15])[CH3:14].[OH-].[Na+], predict the reaction product. The product is: [Cl:12][C:8]1[CH:7]=[C:6]2[C:11]([C:2]([NH:31][CH:20]([CH2:19][CH2:18][CH2:17][N:16]([CH:32]([CH3:34])[CH3:33])[CH:13]([CH3:15])[CH3:14])[CH2:21][CH2:22][CH2:23][N:24]([CH:25]([CH3:26])[CH3:27])[CH:28]([CH3:29])[CH3:30])=[CH:3][CH:4]=[N:5]2)=[CH:10][CH:9]=1. (4) Given the reactants [I-:1].[OH:2][C:3]1[CH:8]=[C:7]([CH3:9])[C:6]([C:10]2[C:15]([CH3:16])=[CH:14][N+:13]([CH3:17])=[CH:12][C:11]=2[CH3:18])=[C:5]([CH3:19])[CH:4]=1.C[O-].[Na+:22], predict the reaction product. The product is: [CH3:9][C:7]1[C:6](=[C:10]2[C:11]([CH3:18])=[CH:12][N:13]([CH3:17])[CH:14]=[C:15]2[CH3:16])[C:5]([CH3:19])=[CH:4][C:3](=[O:2])[CH:8]=1.[Na+:22].[I-:1]. (5) The product is: [Br:24][C:25]1[CH:30]=[C:29]([O:31][CH:32]([CH3:34])[CH3:33])[CH:28]=[CH:27][C:26]=1[CH2:35][N:9]1[CH2:10][CH2:11][C:12]2[C:17](=[CH:16][CH:15]=[C:14]([CH:18]([NH:20][C:21](=[O:23])[CH3:22])[CH3:19])[CH:13]=2)[CH2:8]1. Given the reactants OC(C(F)(F)F)=O.[CH2:8]1[C:17]2[C:12](=[CH:13][C:14]([CH:18]([NH:20][C:21](=[O:23])[CH3:22])[CH3:19])=[CH:15][CH:16]=2)[CH2:11][CH2:10][NH:9]1.[Br:24][C:25]1[CH:30]=[C:29]([O:31][CH:32]([CH3:34])[CH3:33])[CH:28]=[CH:27][C:26]=1[CH2:35]Br, predict the reaction product. (6) Given the reactants C[O:2][C:3](=O)[CH2:4][O:5][C:6]1[CH:11]=[CH:10][C:9]([C:12]2[N:13]=[N:14][NH:15][N:16]=2)=[CH:8][CH:7]=1.O.[NH2:19][NH2:20], predict the reaction product. The product is: [NH:13]1[C:12]([C:9]2[CH:10]=[CH:11][C:6]([O:5][CH2:4][C:3]([NH:19][NH2:20])=[O:2])=[CH:7][CH:8]=2)=[N:16][N:15]=[N:14]1. (7) Given the reactants Br[C:2]1[CH:3]=[C:4]2[C:9](=[CH:10][CH:11]=1)[N:8]=[CH:7][N:6]=[C:5]2[OH:12].[F:13][C:14]1[CH:19]=[CH:18][C:17](B(O)O)=[CH:16][CH:15]=1.C([O-])([O-])=O.[K+].[K+].C(O)(=O)C, predict the reaction product. The product is: [F:13][C:14]1[CH:19]=[CH:18][C:17]([C:2]2[CH:3]=[C:4]3[C:9](=[CH:10][CH:11]=2)[N:8]=[CH:7][N:6]=[C:5]3[OH:12])=[CH:16][CH:15]=1.